This data is from Forward reaction prediction with 1.9M reactions from USPTO patents (1976-2016). The task is: Predict the product of the given reaction. (1) Given the reactants [Cl:1][C:2]1[C:3]2[N:17]([CH3:18])[N:16]=[C:15]([CH2:19][CH2:20][CH3:21])[C:4]=2[N:5]=[C:6]([C:8]2[CH:13]=[CH:12][C:11]([F:14])=[CH:10][CH:9]=2)[N:7]=1.[F:22][C:23]1[CH:24]=[C:25]([CH:27]=[CH:28][C:29]=1[O:30][CH3:31])[NH2:26], predict the reaction product. The product is: [ClH:1].[F:22][C:23]1[CH:24]=[C:25]([NH:26][C:2]2[C:3]3[N:17]([CH3:18])[N:16]=[C:15]([CH2:19][CH2:20][CH3:21])[C:4]=3[N:5]=[C:6]([C:8]3[CH:13]=[CH:12][C:11]([F:14])=[CH:10][CH:9]=3)[N:7]=2)[CH:27]=[CH:28][C:29]=1[O:30][CH3:31]. (2) Given the reactants [Cl:1][C:2]1[CH:7]=[CH:6][CH:5]=[CH:4][C:3]=1[NH:8][C:9]([C:12]1[S:25][C:15]2[C:16]3[CH:24]=[N:23][CH:22]=[CH:21][C:17]=3[O:18][CH2:19][CH2:20][C:14]=2[CH:13]=1)=[N:10][NH2:11].C1N=CN([C:31](N2C=NC=C2)=[O:32])C=1, predict the reaction product. The product is: [S:25]1[C:15]2[C:16]3[CH:24]=[N:23][CH:22]=[CH:21][C:17]=3[O:18][CH2:19][CH2:20][C:14]=2[CH:13]=[C:12]1[C:9]1[N:8]([C:3]2[CH:4]=[CH:5][CH:6]=[CH:7][C:2]=2[Cl:1])[C:31](=[O:32])[NH:11][N:10]=1. (3) Given the reactants [C:1](=O)([O-])[O-].[K+].[K+].IC.[CH:9]([N:22]1[CH2:25][CH:24]([C:26]([OH:28])=[O:27])[CH2:23]1)([C:16]1[CH:21]=[CH:20][CH:19]=[CH:18][CH:17]=1)[C:10]1[CH:15]=[CH:14][CH:13]=[CH:12][CH:11]=1, predict the reaction product. The product is: [CH:9]([N:22]1[CH2:23][CH:24]([C:26]([O:28][CH3:1])=[O:27])[CH2:25]1)([C:16]1[CH:21]=[CH:20][CH:19]=[CH:18][CH:17]=1)[C:10]1[CH:11]=[CH:12][CH:13]=[CH:14][CH:15]=1. (4) Given the reactants [Cl:1][C:2]1[CH:14]=[CH:13][C:5]([C:6](=[C:8]([C:11]#[N:12])[C:9]#[N:10])[CH3:7])=[CH:4][CH:3]=1.[BH4-].[Na+].Cl, predict the reaction product. The product is: [Cl:1][C:2]1[CH:3]=[CH:4][C:5]([CH:6]([CH:8]([C:9]#[N:10])[C:11]#[N:12])[CH3:7])=[CH:13][CH:14]=1. (5) Given the reactants O1CCCCC1[O:7][CH2:8][CH2:9][N:10]1[CH:14]=[C:13]([C:15]2[N:20]=[C:19]3[N:21]([CH2:24][C:25]4[S:26][C:27]5[CH:32]=[CH:31][N:30]=[CH:29][C:28]=5[N:33]=4)[N:22]=[N:23][C:18]3=[CH:17][CH:16]=2)[CH:12]=[N:11]1, predict the reaction product. The product is: [S:26]1[C:27]2[CH:32]=[CH:31][N:30]=[CH:29][C:28]=2[N:33]=[C:25]1[CH2:24][N:21]1[C:19]2=[N:20][C:15]([C:13]3[CH:12]=[N:11][N:10]([CH2:9][CH2:8][OH:7])[CH:14]=3)=[CH:16][CH:17]=[C:18]2[N:23]=[N:22]1. (6) Given the reactants [NH2:1][C@@H:2]([CH2:5][S:6][CH2:7][CH:8]1[CH2:10][CH2:9]1)[CH2:3][OH:4].CO[CH:13](O)[C:14]([F:17])([F:16])[F:15].O, predict the reaction product. The product is: [CH:8]1([CH2:7][S:6][CH2:5][CH:2]2[CH2:3][O:4][CH:13]([C:14]([F:17])([F:16])[F:15])[NH:1]2)[CH2:10][CH2:9]1. (7) Given the reactants Cl[C:2]1[C:7]2[CH:8]=[C:9]([C:11]([O:13][CH3:14])=[O:12])[NH:10][C:6]=2[CH:5]=[CH:4][N:3]=1.[CH3:15][O:16][C:17]1[CH:18]=[C:19](B(O)O)[CH:20]=[CH:21][CH:22]=1.CC(C1C=C(C(C)C)C(C2C=CC=CC=2P(C2CCCCC2)C2CCCCC2)=C(C(C)C)C=1)C.[F-].[K+], predict the reaction product. The product is: [CH3:15][O:16][C:17]1[CH:22]=[C:21]([C:2]2[C:7]3[CH:8]=[C:9]([C:11]([O:13][CH3:14])=[O:12])[NH:10][C:6]=3[CH:5]=[CH:4][N:3]=2)[CH:20]=[CH:19][CH:18]=1.